This data is from Reaction yield outcomes from USPTO patents with 853,638 reactions. The task is: Predict the reaction yield, written as a fraction of the theoretical maximum amount of product (1.0 means a 100% yield; for example, 0.34 means a 34% yield). The reactants are [C:1]([O:5][C:6]([NH:8][C:9]([CH:28]=O)([CH2:15][CH2:16][CH2:17][CH2:18][B:19]1[O:23][C:22]([CH3:25])([CH3:24])[C:21]([CH3:27])([CH3:26])[O:20]1)[C:10]([O:12][CH2:13][CH3:14])=[O:11])=[O:7])([CH3:4])([CH3:3])[CH3:2].[CH2:30]([NH2:33])[CH2:31][CH3:32].C(O[BH-](OC(=O)C)OC(=O)C)(=O)C.[Na+].C(=O)(O)[O-].[Na+]. The catalyst is ClCCCl.C(O)(=O)C. The product is [C:1]([O:5][C:6]([NH:8][C:9]([CH2:28][NH:33][CH2:30][CH2:31][CH3:32])([CH2:15][CH2:16][CH2:17][CH2:18][B:19]1[O:23][C:22]([CH3:25])([CH3:24])[C:21]([CH3:26])([CH3:27])[O:20]1)[C:10]([O:12][CH2:13][CH3:14])=[O:11])=[O:7])([CH3:2])([CH3:4])[CH3:3]. The yield is 0.340.